This data is from Catalyst prediction with 721,799 reactions and 888 catalyst types from USPTO. The task is: Predict which catalyst facilitates the given reaction. (1) Reactant: [F:1][C:2]1[CH:3]=[C:4]([CH:9]=[CH:10][C:11]=1[OH:12])[C:5]([O:7][CH3:8])=[O:6].C([O-])([O-])=O.[K+].[K+].I[CH:20]([CH3:22])[CH3:21]. Product: [F:1][C:2]1[CH:3]=[C:4]([CH:9]=[CH:10][C:11]=1[O:12][CH:20]([CH3:22])[CH3:21])[C:5]([O:7][CH3:8])=[O:6]. The catalyst class is: 3. (2) Reactant: [CH2:1]([O:8][C:9]1[C:32](=[O:33])[N:13]2[CH2:14][CH:15]3[CH2:20][CH2:19][C:18]([NH:21][C:22]([O:24][CH2:25][C:26]4[CH:31]=[CH:30][CH:29]=[CH:28][CH:27]=4)=[O:23])([C:12]2=[N:11][C:10]=1[C:34](O)=[O:35])[CH2:17][CH2:16]3)[C:2]1[CH:7]=[CH:6][CH:5]=[CH:4][CH:3]=1.C(Cl)(=O)C(Cl)=O.[NH2:43][NH2:44].C(N(CC)CC)C.C([O-])(O)=O.[Na+]. Product: [CH2:25]([O:24][C:22](=[O:23])[NH:21][C:18]12[CH2:17][CH2:16][CH:15]([CH2:20][CH2:19]1)[CH2:14][N:13]1[C:32](=[O:33])[C:9]([O:8][CH2:1][C:2]3[CH:3]=[CH:4][CH:5]=[CH:6][CH:7]=3)=[C:10]([C:34]([NH:43][NH2:44])=[O:35])[N:11]=[C:12]21)[C:26]1[CH:31]=[CH:30][CH:29]=[CH:28][CH:27]=1. The catalyst class is: 59. (3) Reactant: [Cl:1][C:2]1[C:3]([O:12][C:13]2[CH:18]=[C:17]([O:19][CH:20]([CH3:22])[CH3:21])[CH:16]=[CH:15][C:14]=2[CH2:23][CH2:24][CH2:25][CH:26]=[O:27])=[N:4][CH:5]=[C:6]([C:8]([F:11])([F:10])[F:9])[CH:7]=1.O1CCCC1CCO.[BH4-].[Na+]. Product: [Cl:1][C:2]1[C:3]([O:12][C:13]2[CH:18]=[C:17]([O:19][CH:20]([CH3:21])[CH3:22])[CH:16]=[CH:15][C:14]=2[CH2:23][CH2:24][CH2:25][CH2:26][OH:27])=[N:4][CH:5]=[C:6]([C:8]([F:11])([F:10])[F:9])[CH:7]=1. The catalyst class is: 6. (4) Reactant: C(OC([NH:8][C:9]1[C:13]([C:14]2[N:19]=[C:18]([OH:20])[C:17]([OH:21])=[C:16]([C:22]([O:24][CH3:25])=[O:23])[N:15]=2)=[CH:12][S:11][CH:10]=1)=O)(C)(C)C.[F:26][C:27]([F:32])([F:31])[C:28]([OH:30])=[O:29]. Product: [F:26][C:27]([F:32])([F:31])[C:28]([OH:30])=[O:29].[NH2:8][C:9]1[C:13]([C:14]2[N:19]=[C:18]([OH:20])[C:17]([OH:21])=[C:16]([C:22]([O:24][CH3:25])=[O:23])[N:15]=2)=[CH:12][S:11][CH:10]=1. The catalyst class is: 2. (5) Reactant: N1C=CN=C1C(OCC1C=CC(C(N2CCCCC3SC=CC2=3)=O)=CC=1C)=O.CN1CCCN(C(=O)[C@@H]2CCCN2)CC1.CCN(C(C)C)C(C)C.FC(F)(F)C(O)=O.[CH3:60][N:61]1[CH2:67][CH2:66][CH2:65][N:64]([C:68](=[O:97])[C@@H:69]2[CH2:73][CH2:72][CH2:71][N:70]2[C:74]([O:76][CH2:77][C:78]2[CH:83]=[CH:82][C:81]([C:84]([N:86]3[CH2:92][CH2:91][CH2:90][CH2:89][C:88]4[S:93][CH:94]=[CH:95][C:87]3=4)=[O:85])=[CH:80][C:79]=2[CH3:96])=[O:75])[CH2:63][CH2:62]1. Product: [CH3:60][N:61]1[CH2:67][CH2:66][CH2:65][N:64]([C:68](=[O:97])[C@@H:69]2[CH2:73][CH2:72][CH2:71][N:70]2[C:74]([O:76][CH2:77][C:78]2[CH:83]=[CH:82][C:81]([C:84]([N:86]3[CH2:92][CH2:91][CH2:90][CH2:89][C:88]4[S:93][CH:94]=[CH:95][C:87]3=4)=[O:85])=[CH:80][C:79]=2[CH3:96])=[O:75])[CH2:63][CH2:62]1. The catalyst class is: 13. (6) Reactant: [I:1][C:2]1[CH:7]=[CH:6][C:5]([N:8]2[C:12]3[N:13]=[C:14]([NH:17][C@@H:18]4[CH2:22][CH2:21][C@@H:20]([C:23]([OH:25])=O)[CH2:19]4)[N:15]=[CH:16][C:11]=3[N:10]=[N:9]2)=[CH:4][CH:3]=1.Cl.C[N:28](C)CCCN=C=NCC.O.ON1C2C=CC=CC=2N=N1.N.O1CCOCC1. Product: [I:1][C:2]1[CH:3]=[CH:4][C:5]([N:8]2[C:12]3[N:13]=[C:14]([NH:17][C@@H:18]4[CH2:22][CH2:21][C@@H:20]([C:23]([NH2:28])=[O:25])[CH2:19]4)[N:15]=[CH:16][C:11]=3[N:10]=[N:9]2)=[CH:6][CH:7]=1. The catalyst class is: 1. (7) Reactant: [Cl:1][C:2]1[CH:3]=[C:4]([C:8]#[C:9][C:10]2[NH:11][O:12][CH:13]3[NH:17][CH2:16][CH2:15][C:14]=23)[CH:5]=[CH:6][CH:7]=1.C(N(CC)CC)C.[CH:25]([N:28]=[C:29]=[O:30])([CH3:27])[CH3:26].O. Product: [Cl:1][C:2]1[CH:3]=[C:4]([C:8]#[C:9][C:10]2[CH:14]3[CH2:15][CH2:16][N:17]([C:29]([NH:28][CH:25]([CH3:27])[CH3:26])=[O:30])[CH:13]3[O:12][N:11]=2)[CH:5]=[CH:6][CH:7]=1. The catalyst class is: 2.